From a dataset of Reaction yield outcomes from USPTO patents with 853,638 reactions. Predict the reaction yield, written as a fraction of the theoretical maximum amount of product (1.0 means a 100% yield; for example, 0.34 means a 34% yield). (1) The reactants are Cl[C:2]1[N:26]=[CH:25][C:5]2[C:6]3[N:10]([CH2:11][CH2:12][O:13][C:4]=2[CH:3]=1)[CH:9]=[C:8]([C:14]1[N:15]([CH2:20][C:21]([F:24])([F:23])[F:22])[N:16]=[C:17]([CH3:19])[N:18]=1)[N:7]=3.[CH3:27][C:28]1[CH:39]=[CH:38][CH:37]=[CH:36][C:29]=1[CH2:30][CH:31]1[CH2:35][CH2:34][CH2:33][NH:32]1.CN1C(=O)CCC1. The catalyst is C(N(CC)CC)C. The product is [CH3:19][C:17]1[N:18]=[C:14]([C:8]2[N:7]=[C:6]3[C:5]4[CH:25]=[N:26][C:2]([N:32]5[CH2:33][CH2:34][CH2:35][CH:31]5[CH2:30][C:29]5[CH:36]=[CH:37][CH:38]=[CH:39][C:28]=5[CH3:27])=[CH:3][C:4]=4[O:13][CH2:12][CH2:11][N:10]3[CH:9]=2)[N:15]([CH2:20][C:21]([F:24])([F:22])[F:23])[N:16]=1. The yield is 0.480. (2) The reactants are [CH3:1][C@@H:2]([OH:5])[CH2:3][CH3:4].[H-].[Na+].F[C:9]1[CH:14]=[CH:13][C:12]([N+:15]([O-:17])=[O:16])=[CH:11][CH:10]=1. The catalyst is CN(C=O)C.O. The product is [N+:15]([C:12]1[CH:13]=[CH:14][C:9]([O:5][C@H:2]([CH3:1])[CH2:3][CH3:4])=[CH:10][CH:11]=1)([O-:17])=[O:16]. The yield is 0.710. (3) The reactants are [Br:1][C:2]1[CH:23]=[CH:22][CH:21]=[CH:20][C:3]=1[CH2:4][CH:5]1[C:11](=[O:12])[N:10]([CH3:13])[C:9]2[CH:14]=[CH:15][C:16]([Cl:18])=[CH:17][C:8]=2[C:7](Cl)=[N:6]1.CC1(C)C(C)(C)OB([C:32]2[CH:41]=[CH:40][C:35]3[NH:36][C:37](=[O:39])[NH:38][C:34]=3[CH:33]=2)O1.[Cl-].[Li+].O.[OH-].[Cs+]. The catalyst is [Pd].C1(P(C2C=CC=CC=2)C2C=CC=CC=2)C=CC=CC=1.C1(P(C2C=CC=CC=2)C2C=CC=CC=2)C=CC=CC=1.C1(P(C2C=CC=CC=2)C2C=CC=CC=2)C=CC=CC=1.C1(P(C2C=CC=CC=2)C2C=CC=CC=2)C=CC=CC=1.O.O1CCOCC1. The product is [Br:1][C:2]1[CH:23]=[CH:22][CH:21]=[CH:20][C:3]=1[CH2:4][CH:5]1[C:11](=[O:12])[N:10]([CH3:13])[C:9]2[CH:14]=[CH:15][C:16]([Cl:18])=[CH:17][C:8]=2[C:7]([C:32]2[CH:41]=[CH:40][C:35]3[NH:36][C:37](=[O:39])[NH:38][C:34]=3[CH:33]=2)=[N:6]1. The yield is 0.190. (4) The product is [C:1]([O:5][C:6](=[O:23])[N:7]([CH3:24])[C:8]1[C:9]([O:15][C:16]2[CH:21]=[CH:20][CH:19]=[CH:18][C:17]=2[CH3:22])=[N:10][C:11]([CH3:14])=[N:12][CH:13]=1)([CH3:4])([CH3:3])[CH3:2]. The yield is 0.990. No catalyst specified. The reactants are [C:1]([O:5][C:6](=[O:23])[NH:7][C:8]1[C:9]([O:15][C:16]2[CH:21]=[CH:20][CH:19]=[CH:18][C:17]=2[CH3:22])=[N:10][C:11]([CH3:14])=[N:12][CH:13]=1)([CH3:4])([CH3:3])[CH3:2].[CH3:24]N(C)C=O.CI.